Predict the product of the given reaction. From a dataset of Forward reaction prediction with 1.9M reactions from USPTO patents (1976-2016). (1) Given the reactants [F:1][C:2]1[CH:7]=[C:6]([F:8])[CH:5]=[CH:4][C:3]=1[OH:9].C(=O)([O-])[O-].[K+].[K+].Br[CH2:17][C:18]1[CH:25]=[CH:24][CH:23]=[C:22]([N+:26]([O-:28])=[O:27])[C:19]=1[C:20]#[N:21], predict the reaction product. The product is: [F:1][C:2]1[CH:7]=[C:6]([F:8])[CH:5]=[CH:4][C:3]=1[O:9][CH2:17][C:18]1[CH:25]=[CH:24][CH:23]=[C:22]([N+:26]([O-:28])=[O:27])[C:19]=1[C:20]#[N:21]. (2) Given the reactants [CH3:1][C:2]1[CH:7]=[CH:6][C:5]([C:8]2[CH2:12][CH2:11][CH2:10][C:9]=2[C:13]([O:15]C)=[O:14])=[CH:4][CH:3]=1.[OH-].[Na+].Cl, predict the reaction product. The product is: [CH3:1][C:2]1[CH:3]=[CH:4][C:5]([C:8]2[CH2:12][CH2:11][CH2:10][C:9]=2[C:13]([OH:15])=[O:14])=[CH:6][CH:7]=1. (3) Given the reactants C(OC1C=C[C:7]([OH:10])=[C:6]([F:11])C=1)C.CN(C)CCN(C)[CH2:17][CH2:18]N(C)C.[CH2:24]([Li])[CH2:25][CH2:26][CH3:27].B(OC)(OC)[O:30]C.OO.S([O-])([O-])=O.[Na+].[Na+], predict the reaction product. The product is: [CH2:17]([O:30][C:25]1[CH:26]=[CH:27][C:6]([F:11])=[C:7]([OH:10])[CH:24]=1)[CH3:18].